From a dataset of Catalyst prediction with 721,799 reactions and 888 catalyst types from USPTO. Predict which catalyst facilitates the given reaction. Reactant: [F:1][C:2]1[CH:10]=[C:9]2[C:5]([C:6]([CH2:11][CH:12]([CH3:14])[CH3:13])=[CH:7][NH:8]2)=[CH:4][CH:3]=1.Br[C:16]1[S:17][CH:18]=[C:19]([C:21]([O:23][CH2:24][CH3:25])=[O:22])[N:20]=1.P([O-])([O-])([O-])=O.[K+].[K+].[K+].CN[C@@H]1CCCC[C@H]1NC. Product: [F:1][C:2]1[CH:10]=[C:9]2[C:5]([C:6]([CH2:11][CH:12]([CH3:14])[CH3:13])=[CH:7][N:8]2[C:16]2[S:17][CH:18]=[C:19]([C:21]([O:23][CH2:24][CH3:25])=[O:22])[N:20]=2)=[CH:4][CH:3]=1. The catalyst class is: 432.